From a dataset of Catalyst prediction with 721,799 reactions and 888 catalyst types from USPTO. Predict which catalyst facilitates the given reaction. Reactant: [N+:1]([C:4]1[CH:5]=[C:6]([CH:9]=[CH:10][CH:11]=1)[CH:7]=O)([O-:3])=[O:2].[Br-].[Br:13][CH2:14][CH2:15][CH2:16][CH2:17][P+](C1C=CC=CC=1)(C1C=CC=CC=1)C1C=CC=CC=1.[OH-].[Na+]. Product: [Br:13][CH2:14][CH2:15][CH2:16][CH:17]=[CH:7][C:6]1[CH:9]=[CH:10][CH:11]=[C:4]([N+:1]([O-:3])=[O:2])[CH:5]=1. The catalyst class is: 90.